Dataset: Catalyst prediction with 721,799 reactions and 888 catalyst types from USPTO. Task: Predict which catalyst facilitates the given reaction. (1) Reactant: [Si:1]([O:8][C@H:9]([CH3:36])[C@@H:10]([NH:25][C:26]1[CH:33]=[CH:32][C:29]([C:30]#[N:31])=[C:28]([Cl:34])[C:27]=1[CH3:35])[C:11]1[O:12][C:13]([C:16]2[CH:21]=[CH:20][C:19]([N+:22]([O-])=O)=[CH:18][CH:17]=2)=[N:14][N:15]=1)([C:4]([CH3:7])([CH3:6])[CH3:5])([CH3:3])[CH3:2]. Product: [NH2:22][C:19]1[CH:18]=[CH:17][C:16]([C:13]2[O:12][C:11]([C@H:10]([NH:25][C:26]3[CH:33]=[CH:32][C:29]([C:30]#[N:31])=[C:28]([Cl:34])[C:27]=3[CH3:35])[C@H:9]([O:8][Si:1]([C:4]([CH3:6])([CH3:7])[CH3:5])([CH3:3])[CH3:2])[CH3:36])=[N:15][N:14]=2)=[CH:21][CH:20]=1. The catalyst class is: 707. (2) Reactant: C(O[K])(C)(C)C.[C:7]([O:11][C:12]([N:14]1[CH2:19][CH2:18][N:17]([C:20]2[C:25]([NH2:26])=[C:24]([C:27]#[C:28][Si](C)(C)C)[N:23]=[CH:22][N:21]=2)[CH2:16][CH2:15]1)=[O:13])([CH3:10])([CH3:9])[CH3:8]. Product: [C:7]([O:11][C:12]([N:14]1[CH2:19][CH2:18][N:17]([C:20]2[C:25]3[NH:26][CH:28]=[CH:27][C:24]=3[N:23]=[CH:22][N:21]=2)[CH2:16][CH2:15]1)=[O:13])([CH3:10])([CH3:9])[CH3:8]. The catalyst class is: 37. (3) Reactant: [CH3:1][C:2]([CH3:13])([CH3:12])[C:3]([NH:5][C:6]1[CH:7]=[N:8][CH:9]=[CH:10][CH:11]=1)=[O:4].CN(CCN(C)C)C.[Li].[I:23]I. Product: [I:23][C:11]1[CH:10]=[CH:9][N:8]=[CH:7][C:6]=1[NH:5][C:3](=[O:4])[C:2]([CH3:13])([CH3:12])[CH3:1]. The catalyst class is: 305. (4) Reactant: [CH3:1][O:2][C:3]([CH2:5][O:6][C:7]1[CH:8]=[C:9]([CH:13]=[CH:14][C:15]([C:17]2[C:18](=[O:24])[NH:19][C:20]([CH3:23])=[CH:21][CH:22]=2)=[O:16])[CH:10]=[CH:11][CH:12]=1)=[O:4].[CH3:25]N(C)P(N(C)C)(N(C)C)=O.[H-].[Na+].CI. Product: [CH3:1][O:2][C:3]([CH2:5][O:6][C:7]1[CH:8]=[C:9]([CH:13]=[CH:14][C:15]([C:17]2[C:18](=[O:24])[N:19]([CH3:25])[C:20]([CH3:23])=[CH:21][CH:22]=2)=[O:16])[CH:10]=[CH:11][CH:12]=1)=[O:4]. The catalyst class is: 6.